The task is: Predict the product of the given reaction.. This data is from Forward reaction prediction with 1.9M reactions from USPTO patents (1976-2016). Given the reactants [NH2:1][C:2]1[CH:6]=[CH:5][NH:4][N:3]=1.[OH-].[K+].[CH3:9][O:10][CH2:11][CH2:12]Br, predict the reaction product. The product is: [CH3:9][O:10][CH2:11][CH2:12][N:4]1[CH:5]=[CH:6][C:2]([NH2:1])=[N:3]1.